Dataset: Catalyst prediction with 721,799 reactions and 888 catalyst types from USPTO. Task: Predict which catalyst facilitates the given reaction. (1) Reactant: [Br:1][CH2:2][C:3]1[CH:16]=[CH:15][C:6]([C:7]([C:9]2[CH:14]=[CH:13][CH:12]=[CH:11][CH:10]=2)=[O:8])=[CH:5][CH:4]=1.[OH:17][CH2:18][C:19]1[CH:32]=[CH:31][C:22]([C:23]([C:25]2[CH:30]=[CH:29][CH:28]=[CH:27][CH:26]=2)=O)=[CH:21][CH:20]=1.O.[NH2:34][NH2:35]. Product: [Br:1][CH2:2][C:3]1[CH:16]=[CH:15][C:6]([C:7]([C:9]2[CH:14]=[CH:13][CH:12]=[CH:11][CH:10]=2)=[O:8])=[CH:5][CH:4]=1.[OH:17][CH2:18][C:19]1[CH:32]=[CH:31][C:22]([C:23](=[N:34][NH2:35])[C:25]2[CH:30]=[CH:29][CH:28]=[CH:27][CH:26]=2)=[CH:21][CH:20]=1. The catalyst class is: 8. (2) Reactant: O.[NH2:2][NH2:3].[CH2:4]([O:6][C:7](=[O:17])[C:8]([CH:10]1[CH2:14][CH2:13][CH:12]([CH3:15])[C:11]1=O)=O)[CH3:5]. Product: [CH2:4]([O:6][C:7]([C:8]1[C:10]2[CH2:14][CH2:13][CH:12]([CH3:15])[C:11]=2[NH:3][N:2]=1)=[O:17])[CH3:5]. The catalyst class is: 14. (3) Reactant: S(Cl)(Cl)=O.[OH:5][C:6]1[C:14]([CH3:15])=[CH:13][CH:12]=[CH:11][C:7]=1[C:8]([OH:10])=O.OC1C=CC=CC=1C=O.[CH3:25][O:26][C:27]1[CH:32]=[CH:31][CH:30]=[C:29]([NH2:33])[N:28]=1.[OH-].[Na+]. Product: [OH:5][C:6]1[C:14]([CH3:15])=[CH:13][CH:12]=[CH:11][C:7]=1[C:8]([NH:33][C:29]1[CH:30]=[CH:31][CH:32]=[C:27]([O:26][CH3:25])[N:28]=1)=[O:10]. The catalyst class is: 300.